From a dataset of Catalyst prediction with 721,799 reactions and 888 catalyst types from USPTO. Predict which catalyst facilitates the given reaction. (1) Reactant: [CH2:1]([O:8][C:9](=[O:32])[NH:10][CH2:11][CH2:12][CH2:13][CH2:14][C:15]1[CH:20]=[CH:19][C:18]([O:21][CH2:22][CH2:23][NH:24]C(OC(C)(C)C)=O)=[CH:17][CH:16]=1)[C:2]1[CH:7]=[CH:6][CH:5]=[CH:4][CH:3]=1.[ClH:33].CCOCC. Product: [ClH:33].[CH2:1]([O:8][C:9](=[O:32])[NH:10][CH2:11][CH2:12][CH2:13][CH2:14][C:15]1[CH:20]=[CH:19][C:18]([O:21][CH2:22][CH2:23][NH2:24])=[CH:17][CH:16]=1)[C:2]1[CH:7]=[CH:6][CH:5]=[CH:4][CH:3]=1. The catalyst class is: 92. (2) Reactant: [F:1][C:2]1[CH:7]=[CH:6][C:5]([C:8](=[O:15])[CH:9]=[C:10](SC)SC)=[CH:4][CH:3]=1.[NH2:16][CH2:17][CH:18]([OH:21])[CH2:19][NH2:20]. Product: [F:1][C:2]1[CH:7]=[CH:6][C:5]([C:8](=[O:15])[CH:9]=[C:10]2[NH:20][CH2:19][CH:18]([OH:21])[CH2:17][NH:16]2)=[CH:4][CH:3]=1. The catalyst class is: 11. (3) Reactant: [CH3:1][N:2]1[CH:7]2[CH2:8][C:9](=O)[CH2:10][CH:3]1[CH2:4][S:5][CH2:6]2.Cl.[NH2:13][OH:14]. Product: [CH3:1][N:2]1[CH:7]2[CH2:8][C:9](=[N:13][OH:14])[CH2:10][CH:3]1[CH2:4][S:5][CH2:6]2. The catalyst class is: 8. (4) Product: [CH2:25]([O:29][C:30]([N:32]1[CH2:37][CH2:36][N:35]([C:10](=[O:12])[C@@H:9]([NH2:8])[CH2:13][O:14][CH2:15][CH3:16])[CH2:34][CH2:33]1)=[O:31])[CH2:26][CH2:27][CH3:28]. The catalyst class is: 174. Reactant: C([NH:8][C@@H:9]([CH2:13][O:14][CH2:15][CH3:16])[C:10]([OH:12])=O)(OC(C)(C)C)=O.C(N1CCOCC1)C.[CH2:25]([O:29][C:30]([N:32]1[CH2:37][CH2:36][NH:35][CH2:34][CH2:33]1)=[O:31])[CH2:26][CH2:27][CH3:28].[B-](F)(F)(F)F.CCOC(C(C#N)=NOC(N(C)C)=[N+](C)C)=O.C([O-])(O)=O.[Na+].C(O)(C(F)(F)F)=O.